This data is from Catalyst prediction with 721,799 reactions and 888 catalyst types from USPTO. The task is: Predict which catalyst facilitates the given reaction. (1) Reactant: [Br:1][C:2]1[N:7]=[C:6]2[C:8]([CH3:35])=[C:9]([CH:11]([NH:18][C:19]3[CH:24]=[CH:23][C:22]([C:25]([NH:27][CH2:28][CH2:29][C:30]([O:32]CC)=[O:31])=[O:26])=[CH:21][CH:20]=3)[CH:12]3[CH2:17][CH2:16][CH2:15][CH2:14][CH2:13]3)[O:10][C:5]2=[CH:4][CH:3]=1.O1CCCC1.[OH-].[Li+]. Product: [Br:1][C:2]1[N:7]=[C:6]2[C:8]([CH3:35])=[C:9]([CH:11]([NH:18][C:19]3[CH:20]=[CH:21][C:22]([C:25]([NH:27][CH2:28][CH2:29][C:30]([OH:32])=[O:31])=[O:26])=[CH:23][CH:24]=3)[CH:12]3[CH2:13][CH2:14][CH2:15][CH2:16][CH2:17]3)[O:10][C:5]2=[CH:4][CH:3]=1. The catalyst class is: 8. (2) Reactant: [C:1](Cl)(Cl)=[O:2].[Cl:5][C:6]1[CH:7]=[C:8]([NH:12][NH:13][C:14](=[NH:18])[C:15](=[O:17])[CH3:16])[CH:9]=[CH:10][CH:11]=1.N1C=CC=CC=1. Product: [C:15]([C:14]1[NH:18][C:1](=[O:2])[N:12]([C:8]2[CH:9]=[CH:10][CH:11]=[C:6]([Cl:5])[CH:7]=2)[N:13]=1)(=[O:17])[CH3:16]. The catalyst class is: 11. (3) Product: [F:22][C:23]([F:28])([F:27])[C:24]([OH:26])=[O:25].[NH2:14][CH2:13][C:4]1[CH:5]=[CH:6][CH:7]=[C:8]([C:9]([F:10])([F:11])[F:12])[C:3]=1[C:1]#[N:2]. The catalyst class is: 4. Reactant: [C:1]([C:3]1[C:8]([C:9]([F:12])([F:11])[F:10])=[CH:7][CH:6]=[CH:5][C:4]=1[CH2:13][NH:14]C(=O)OC(C)(C)C)#[N:2].[F:22][C:23]([F:28])([F:27])[C:24]([OH:26])=[O:25]. (4) Reactant: [C:1]([N:5]1[C:10](=[O:11])[C:9](=[CH:12][C:13]2[CH:14]=[C:15]([C:27]#[N:28])[CH:16]=[N:17][C:18]=2[N:19]2[CH2:24][C@H:23]([CH3:25])[O:22][C@H:21]([CH3:26])[CH2:20]2)[C:8](=[O:29])[N:7]([C:30]([CH3:33])([CH3:32])[CH3:31])[C:6]1=[O:34])([CH3:4])([CH3:3])[CH3:2].[N:35]([Sn](CCCC)(CCCC)CCCC)=[N+:36]=[N-:37]. Product: [C:30]([N:7]1[C:8](=[O:29])[C:9](=[CH:12][C:13]2[C:18]([N:19]3[CH2:20][C@H:21]([CH3:26])[O:22][C@H:23]([CH3:25])[CH2:24]3)=[N:17][CH:16]=[C:15]([C:27]3[N:35]=[N:36][NH:37][N:28]=3)[CH:14]=2)[C:10](=[O:11])[N:5]([C:1]([CH3:2])([CH3:3])[CH3:4])[C:6]1=[O:34])([CH3:32])([CH3:31])[CH3:33]. The catalyst class is: 11. (5) Reactant: [CH2:1]([O:8][C:9]1[CH:17]=[CH:16][C:12]([C:13]([NH2:15])=[O:14])=[CH:11][CH:10]=1)[C:2]1[CH:7]=[CH:6][CH:5]=[CH:4][CH:3]=1.Cl[C:19]([S:21]Cl)=[O:20]. Product: [CH2:1]([O:8][C:9]1[CH:10]=[CH:11][C:12]([C:13]2[O:14][C:19](=[O:20])[S:21][N:15]=2)=[CH:16][CH:17]=1)[C:2]1[CH:3]=[CH:4][CH:5]=[CH:6][CH:7]=1. The catalyst class is: 48. (6) Reactant: [Cl:1][C:2]1[CH:3]=[C:4]([C@@H:8]([OH:35])[CH2:9][N:10]([CH2:18][CH2:19][C:20]2[CH:25]=[CH:24][C:23](SC3C=CC(C=O)=CC=3)=[CH:22][CH:21]=2)[C:11](=[O:17])[O:12][C:13]([CH3:16])([CH3:15])[CH3:14])[CH:5]=[CH:6][CH:7]=1.Cl[C:37]1[CH:42]=[CH:41][CH:40]=[C:39]([C:43](OO)=[O:44])[CH:38]=1.[S:47]([O-:50])([O-])=[O:48].[Na+].[Na+].C(=O)(O)[O-].[Na+]. Product: [Cl:1][C:2]1[CH:3]=[C:4]([C@@H:8]([OH:35])[CH2:9][N:10]([CH2:18][CH2:19][C:20]2[CH:21]=[CH:22][C:23]([S:47]([C:42]3[CH:41]=[CH:40][C:39]([CH:43]=[O:44])=[CH:38][CH:37]=3)(=[O:50])=[O:48])=[CH:24][CH:25]=2)[C:11](=[O:17])[O:12][C:13]([CH3:16])([CH3:14])[CH3:15])[CH:5]=[CH:6][CH:7]=1. The catalyst class is: 46. (7) Reactant: Cl[C:2]([O:4][C:5]1[CH:10]=[CH:9][CH:8]=[CH:7][CH:6]=1)=[O:3].[CH3:11][C@H:12]1[CH2:17][O:16][CH2:15][CH2:14][N:13]1[C:18]1[CH:23]=[C:22]([C:24]([S:27]([CH:30]([CH3:32])[CH3:31])(=[O:29])=[O:28])([CH3:26])[CH3:25])[N:21]=[C:20]([C:33]2[CH:39]=[CH:38][C:36]([NH2:37])=[CH:35][CH:34]=2)[N:19]=1.C(=O)([O-])[O-].[Na+].[Na+]. Product: [CH3:11][C@H:12]1[CH2:17][O:16][CH2:15][CH2:14][N:13]1[C:18]1[CH:23]=[C:22]([C:24]([S:27]([CH:30]([CH3:31])[CH3:32])(=[O:29])=[O:28])([CH3:26])[CH3:25])[N:21]=[C:20]([C:33]2[CH:39]=[CH:38][C:36]([NH:37][C:2](=[O:3])[O:4][C:5]3[CH:10]=[CH:9][CH:8]=[CH:7][CH:6]=3)=[CH:35][CH:34]=2)[N:19]=1. The catalyst class is: 12.